This data is from Forward reaction prediction with 1.9M reactions from USPTO patents (1976-2016). The task is: Predict the product of the given reaction. (1) Given the reactants [C:1]([O:5][C:6]([N:8]1[CH:14]([C:15]([OH:17])=O)[CH2:13][C:10]2([CH2:12][CH2:11]2)[CH2:9]1)=[O:7])([CH3:4])([CH3:3])[CH3:2].CN(C(ON1N=NC2C=CC=NC1=2)=[N+](C)C)C.F[P-](F)(F)(F)(F)F.Cl.Cl.[NH2:44][CH2:45][C:46]([C:48]1[CH:53]=[CH:52][C:51]([Br:54])=[CH:50][CH:49]=1)=[O:47].CCN(C(C)C)C(C)C, predict the reaction product. The product is: [C:1]([O:5][C:6]([N:8]1[CH:14]([C:15](=[O:17])[NH:44][CH2:45][C:46]([C:48]2[CH:53]=[CH:52][C:51]([Br:54])=[CH:50][CH:49]=2)=[O:47])[CH2:13][C:10]2([CH2:11][CH2:12]2)[CH2:9]1)=[O:7])([CH3:2])([CH3:3])[CH3:4]. (2) Given the reactants C1(P(C2C=CC=CC=2)C2C=CC=CC=2)C=CC=CC=1.[Br:20]Br.O[CH2:23][CH2:24][CH2:25][C@H:26]1[CH2:30][O:29][C:28]([CH3:32])([CH3:31])[N:27]1[C:33]([O:35][C:36]([CH3:39])([CH3:38])[CH3:37])=[O:34].[Br].C1(P(C2C=CC=CC=2)C2C=CC=CC=2)C=CC=CC=1, predict the reaction product. The product is: [Br:20][CH2:23][CH2:24][CH2:25][C@H:26]1[CH2:30][O:29][C:28]([CH3:32])([CH3:31])[N:27]1[C:33]([O:35][C:36]([CH3:39])([CH3:38])[CH3:37])=[O:34]. (3) Given the reactants CCN(CC)CC.[CH2:8]([O:10][C:11](=[O:36])[CH2:12][CH2:13][NH:14][C:15]([C:17]1[N:22]=[CH:21][C:20]([C:23]2[CH:31]=[C:30]([C:32]([F:35])([F:34])[F:33])[CH:29]=[CH:28][C:24]=2[C:25](O)=[O:26])=[CH:19][CH:18]=1)=[O:16])[CH3:9].[Cl:37][C:38]1[CH:43]=[CH:42][C:41]([C:44]2[CH:49]=[CH:48][C:47]([NH2:50])=[CH:46][CH:45]=2)=[C:40]([CH3:51])[CH:39]=1.CCN=C=NCCCN(C)C, predict the reaction product. The product is: [Cl:37][C:38]1[CH:43]=[CH:42][C:41]([C:44]2[CH:49]=[CH:48][C:47]([NH:50][C:25]([C:24]3[CH:28]=[CH:29][C:30]([C:32]([F:34])([F:35])[F:33])=[CH:31][C:23]=3[C:20]3[CH:19]=[CH:18][C:17]([C:15]([NH:14][CH2:13][CH2:12][C:11]([O:10][CH2:8][CH3:9])=[O:36])=[O:16])=[N:22][CH:21]=3)=[O:26])=[CH:46][CH:45]=2)=[C:40]([CH3:51])[CH:39]=1. (4) Given the reactants [Cl:1][C:2]1[CH:3]=[C:4]2[C:9](=[CH:10][CH:11]=1)[CH:8]=[C:7]([C:12]([OH:14])=O)[CH:6]=[CH:5]2.CN[O:17][CH3:18].C1C=C[C:22]2[N:27](O)N=NC=2C=1.CCN(C(C)C)C(C)C.CCN=C=NCCCN(C)C, predict the reaction product. The product is: [CH3:18][O:17][CH2:22][NH:27][C:12]([C:7]1[CH:6]=[CH:5][C:4]2[C:9](=[CH:10][CH:11]=[C:2]([Cl:1])[CH:3]=2)[CH:8]=1)=[O:14]. (5) Given the reactants [Br:1][C:2]1[CH:7]=[CH:6][C:5]([CH:8]=[CH:9][C:10](=O)[C:11]([F:17])([F:16])[C:12]([F:15])([F:14])[F:13])=[CH:4][CH:3]=1.Cl.[Cl:20][C:21]1[CH:26]=[CH:25][CH:24]=[CH:23][C:22]=1[NH:27][NH2:28], predict the reaction product. The product is: [Br:1][C:2]1[CH:7]=[CH:6][C:5]([CH:8]2[N:27]([C:22]3[CH:23]=[CH:24][CH:25]=[CH:26][C:21]=3[Cl:20])[N:28]=[C:10]([C:11]([F:17])([F:16])[C:12]([F:15])([F:14])[F:13])[CH2:9]2)=[CH:4][CH:3]=1.